From a dataset of Full USPTO retrosynthesis dataset with 1.9M reactions from patents (1976-2016). Predict the reactants needed to synthesize the given product. (1) Given the product [NH2:1][C:2]1[N:6]([C:7]2[CH:8]=[CH:9][C:10](=[O:13])[N:11]([CH2:20][CH2:21][N:22]3[CH2:27][CH2:26][O:25][CH2:24][CH2:23]3)[CH:12]=2)[N:5]=[C:4]([C:14]([CH3:17])([CH3:16])[CH3:15])[CH:3]=1, predict the reactants needed to synthesize it. The reactants are: [NH2:1][C:2]1[N:6]([C:7]2[CH:8]=[CH:9][C:10]([OH:13])=[N:11][CH:12]=2)[N:5]=[C:4]([C:14]([CH3:17])([CH3:16])[CH3:15])[CH:3]=1.Cl.Cl[CH2:20][CH2:21][N:22]1[CH2:27][CH2:26][O:25][CH2:24][CH2:23]1.C([O-])([O-])=O.[K+].[K+]. (2) Given the product [F:1][C:2]1[CH:3]=[C:4]([CH2:10][CH2:11][C:12]([OH:14])=[O:13])[CH:5]=[CH:6][C:7]=1[O:8][CH3:9], predict the reactants needed to synthesize it. The reactants are: [F:1][C:2]1[CH:3]=[C:4]([CH2:10][CH2:11][C:12]([O:14]CC)=[O:13])[CH:5]=[CH:6][C:7]=1[O:8][CH3:9].[OH-].[Na+]. (3) The reactants are: [OH-].[K+].[CH3:3][O:4][C:5]1[C:14]([C:15](=[O:17])[CH3:16])=[C:13]2[C:8]([C:9](=[O:25])[C:10]([CH3:24])=[C:11]([C:18]3[CH:23]=[CH:22][CH:21]=[CH:20][CH:19]=3)[O:12]2)=[CH:7][CH:6]=1.[C:26]([C:28]1[CH:35]=[CH:34][C:31]([CH:32]=O)=[CH:30][CH:29]=1)#[N:27]. Given the product [CH3:24][C:10]1[C:9](=[O:25])[C:8]2[C:13](=[C:14]([C:15](=[O:17])[CH:16]=[CH:32][C:31]3[CH:34]=[CH:35][C:28]([C:26]#[N:27])=[CH:29][CH:30]=3)[C:5]([O:4][CH3:3])=[CH:6][CH:7]=2)[O:12][C:11]=1[C:18]1[CH:19]=[CH:20][CH:21]=[CH:22][CH:23]=1, predict the reactants needed to synthesize it. (4) Given the product [OH2:15].[CH3:33][S:34]([OH:37])(=[O:36])=[O:35].[CH:2]1([N:5]2[C:14]3[C:9](=[CH:10][CH:11]=[C:12]([C:19]4[CH:20]=[C:21]5[C:25](=[CH:26][CH:27]=4)[C@@H:24]([CH3:28])[NH:23][CH2:22]5)[C:13]=3[O:15][CH:16]([F:18])[F:17])[C:8](=[O:29])[C:7]([C:30]([OH:32])=[O:31])=[CH:6]2)[CH2:4][CH2:3]1, predict the reactants needed to synthesize it. The reactants are: O.[CH:2]1([N:5]2[C:14]3[C:9](=[CH:10][CH:11]=[C:12]([C:19]4[CH:20]=[C:21]5[C:25](=[CH:26][CH:27]=4)[C@@H:24]([CH3:28])[NH:23][CH2:22]5)[C:13]=3[O:15][CH:16]([F:18])[F:17])[C:8](=[O:29])[C:7]([C:30]([OH:32])=[O:31])=[CH:6]2)[CH2:4][CH2:3]1.[CH3:33][S:34]([OH:37])(=[O:36])=[O:35]. (5) Given the product [Cl-:10].[C:1]([C:2]1[CH:3]=[N+:4]([CH2:11][C:12]([C:14]2[CH:19]=[CH:18][C:17]([F:20])=[CH:16][CH:15]=2)=[O:13])[CH:5]=[CH:6][CH:7]=1)(=[O:8])[NH2:9], predict the reactants needed to synthesize it. The reactants are: [C:1]([NH2:9])(=[O:8])[C:2]1[CH:7]=[CH:6][CH:5]=[N:4][CH:3]=1.[Cl:10][CH2:11][C:12]([C:14]1[CH:19]=[CH:18][C:17]([F:20])=[CH:16][CH:15]=1)=[O:13]. (6) The reactants are: [NH2:1][C@H:2]([C:5]1[CH:10]=[CH:9][CH:8]=[CH:7][CH:6]=1)[CH2:3][OH:4].[F:11][C:12]([F:19])([CH2:16][CH:17]=[CH2:18])[C:13](O)=[O:14]. Given the product [F:11][C:12]([F:19])([CH2:16][CH:17]=[CH2:18])[C:13]([NH:1][C@H:2]([C:5]1[CH:10]=[CH:9][CH:8]=[CH:7][CH:6]=1)[CH2:3][OH:4])=[O:14], predict the reactants needed to synthesize it.